Dataset: Peptide-MHC class I binding affinity with 185,985 pairs from IEDB/IMGT. Task: Regression. Given a peptide amino acid sequence and an MHC pseudo amino acid sequence, predict their binding affinity value. This is MHC class I binding data. The peptide sequence is CPTLKKGFL. The MHC is HLA-A02:03 with pseudo-sequence HLA-A02:03. The binding affinity (normalized) is 0.0847.